This data is from Catalyst prediction with 721,799 reactions and 888 catalyst types from USPTO. The task is: Predict which catalyst facilitates the given reaction. (1) Reactant: [CH:1]([NH:4][CH:5]([CH3:7])C)([CH3:3])C.N#N.[Li]CCCC.FC1[C:21]([I:22])=CC=CN=1.[CH:23](OCC)=[O:24].[CH3:28][O-:29].[Na+]. Product: [I:22][C:21]1[C:3]([CH:23]=[O:24])=[C:1]([O:29][CH3:28])[N:4]=[CH:5][CH:7]=1. The catalyst class is: 36. (2) Reactant: [C:1]([O:5][C:6]([N:8]([CH3:22])[CH:9]1[CH2:14][CH2:13][C:12](=[CH:15][CH2:16][CH2:17][CH2:18][C:19]([OH:21])=[O:20])[CH2:11][CH2:10]1)=[O:7])([CH3:4])([CH3:3])[CH3:2].C[O-].[Na+]. Product: [C:1]([O:5][C:6]([N:8]([CH3:22])[C@H:9]1[CH2:10][CH2:11][C@H:12]([CH2:15][CH2:16][CH2:17][CH2:18][C:19]([OH:21])=[O:20])[CH2:13][CH2:14]1)=[O:7])([CH3:4])([CH3:3])[CH3:2]. The catalyst class is: 19. (3) Product: [CH3:1][C:2]1([CH3:29])[O:3][CH2:4][CH:5]([CH2:8][O:9][C:10]2[C:15]([CH3:16])=[CH:14][N:13]=[C:12]([CH2:17][S:18]([C:19]3[NH:20][C:21]4[CH:27]=[CH:26][CH:25]=[CH:24][C:22]=4[N:23]=3)=[O:51])[C:11]=2[CH3:28])[CH2:6][O:7]1. The catalyst class is: 11. Reactant: [CH3:1][C:2]1([CH3:29])[O:7][CH2:6][CH:5]([CH2:8][O:9][C:10]2[C:15]([CH3:16])=[CH:14][N:13]=[C:12]([CH2:17][S:18][C:19]3[NH:23][C:22]4[CH:24]=[CH:25][CH:26]=[CH:27][C:21]=4[N:20]=3)[C:11]=2[CH3:28])[CH2:4][O:3]1.C(N(CC)C(C)C)(C)C.[O-]O.C1(C(C)C)C=CC=CC=1.C(=O)([O-])[OH:51].[Na+].S([O-])([O-])(=O)=S.[Na+].[Na+]. (4) Reactant: [N:1](OC(C)(C)C)=[O:2].N1C=CC=CC=1.[CH2:14]([O:16][C:17](=[O:27])[CH2:18][C:19]1[C:20](=[O:26])[NH:21][CH2:22][CH2:23][C:24]=1[CH3:25])[CH3:15]. Product: [CH2:14]([O:16][C:17](=[O:27])[CH2:18][C:19]1[C:20](=[O:26])[N:21]([N:1]=[O:2])[CH2:22][CH2:23][C:24]=1[CH3:25])[CH3:15]. The catalyst class is: 27. (5) Reactant: [N+:1]([C:4]1[CH:5]=[C:6]([CH:10]=[CH:11][CH:12]=1)[C:7](Cl)=[O:8])([O-:3])=[O:2].C(N(CC)CC)C.[CH3:20][N:21]1[CH2:25][CH2:24][CH2:23][C@H:22]1[CH2:26][OH:27]. Product: [N+:1]([C:4]1[CH:5]=[C:6]([CH:10]=[CH:11][CH:12]=1)[C:7]([O:27][CH2:26][CH:22]1[CH2:23][CH2:24][CH2:25][N:21]1[CH3:20])=[O:8])([O-:3])=[O:2]. The catalyst class is: 230.